From a dataset of Catalyst prediction with 721,799 reactions and 888 catalyst types from USPTO. Predict which catalyst facilitates the given reaction. (1) Reactant: [Br:1][C:2]1[CH:7]=[CH:6][C:5]([NH:8][C:9]2[C:10]([C:18](O)=[O:19])=[CH:11][N:12]([CH3:17])[C:13](=[O:16])[C:14]=2[F:15])=[C:4]([F:21])[CH:3]=1.CCN=C=NCCCN(C)C.C1C=CC2N(O)[N:40]=[N:39]C=2C=1.NN.CCN(CC)CC. Product: [Br:1][C:2]1[CH:7]=[CH:6][C:5]([NH:8][C:9]2[C:10]([C:18]([NH:39][NH2:40])=[O:19])=[CH:11][N:12]([CH3:17])[C:13](=[O:16])[C:14]=2[F:15])=[C:4]([F:21])[CH:3]=1. The catalyst class is: 31. (2) Reactant: [F:1][C:2]([F:35])([F:34])[C:3]1[CH:8]=[CH:7][C:6]([C:9]2[N:14]=[C:13]([CH:15]([O:20][C:21]3[CH:26]=[CH:25][C:24](CCC(OCC)=O)=[CH:23][CH:22]=3)[CH2:16][CH2:17][CH2:18][CH3:19])[CH:12]=[CH:11][CH:10]=2)=[CH:5][CH:4]=1.[OH-:36].[Na+]. Product: [F:34][C:2]([F:1])([F:35])[C:3]1[CH:4]=[CH:5][C:6]([C:9]2[N:14]=[C:13]([CH:15]([O:20][C:21]3[CH:26]=[CH:25][C:24]([CH:13]([CH3:12])[C:15]([OH:20])=[O:36])=[CH:23][CH:22]=3)[CH2:16][CH2:17][CH2:18][CH3:19])[CH:12]=[CH:11][CH:10]=2)=[CH:7][CH:8]=1. The catalyst class is: 36. (3) Reactant: C([O:8][C:9]1[C:10](=[O:85])[N:11]([CH2:81][CH2:82][O:83][CH3:84])[CH:12]=[CH:13][C:14]=1[C:15]([NH:17][CH2:18][CH2:19][N:20]([CH2:57][CH2:58][NH:59][C:60]([C:62]1[CH:67]=[CH:66][N:65]([CH2:68][CH2:69][O:70][CH3:71])[C:64](=[O:72])[C:63]=1[O:73]CC1C=CC=CC=1)=[O:61])[CH2:21][CH:22]([NH:35][C:36]([C:38]1[CH:43]=[CH:42][N:41]([CH2:44][CH2:45][O:46][CH3:47])[C:40](=[O:48])[C:39]=1[O:49]CC1C=CC=CC=1)=[O:37])[CH2:23][C:24]1[CH:34]=[CH:33][C:27]([O:28][CH2:29][C:30]([OH:32])=[O:31])=[CH:26][CH:25]=1)=[O:16])C1C=CC=CC=1.Cl. Product: [OH:8][C:9]1[C:10](=[O:85])[N:11]([CH2:81][CH2:82][O:83][CH3:84])[CH:12]=[CH:13][C:14]=1[C:15]([NH:17][CH2:18][CH2:19][N:20]([CH2:57][CH2:58][NH:59][C:60]([C:62]1[CH:67]=[CH:66][N:65]([CH2:68][CH2:69][O:70][CH3:71])[C:64](=[O:72])[C:63]=1[OH:73])=[O:61])[CH2:21][CH:22]([NH:35][C:36]([C:38]1[CH:43]=[CH:42][N:41]([CH2:44][CH2:45][O:46][CH3:47])[C:40](=[O:48])[C:39]=1[OH:49])=[O:37])[CH2:23][C:24]1[CH:34]=[CH:33][C:27]([O:28][CH2:29][C:30]([OH:32])=[O:31])=[CH:26][CH:25]=1)=[O:16]. The catalyst class is: 15. (4) Reactant: [OH:1][C:2]1[CH:3]=[CH:4][C:5]([NH:12][S:13]([C:16]2[CH:21]=[CH:20][C:19]([CH3:22])=[CH:18][CH:17]=2)(=[O:15])=[O:14])=[C:6]([CH:11]=1)[C:7]([O:9][CH3:10])=[O:8].[Cl:23][C:24]1[CH:29]=[C:28](F)[CH:27]=[CH:26][C:25]=1[N+:31]([O-:33])=[O:32].C(=O)([O-])[O-].[K+].[K+]. Product: [CH3:10][O:9][C:7](=[O:8])[C:6]1[CH:11]=[C:2]([O:1][C:28]2[CH:27]=[CH:26][C:25]([N+:31]([O-:33])=[O:32])=[C:24]([Cl:23])[CH:29]=2)[CH:3]=[CH:4][C:5]=1[NH:12][S:13]([C:16]1[CH:21]=[CH:20][C:19]([CH3:22])=[CH:18][CH:17]=1)(=[O:15])=[O:14]. The catalyst class is: 18. (5) Reactant: [CH2:1]([N:8]1[C:16]2[C:11](=[CH:12][C:13]([C:17]([OH:26])([C:22]([F:25])([F:24])[F:23])[C:18]([F:21])([F:20])[F:19])=[CH:14][CH:15]=2)[CH:10]=[C:9]1[CH3:27])[C:2]1[CH:7]=[CH:6][CH:5]=[CH:4][CH:3]=1.C1C(=O)N([Cl:35])C(=O)C1.[NH4+].[Cl-].CCOCC. Product: [CH2:1]([N:8]1[C:16]2[C:11](=[CH:12][C:13]([C:17]([OH:26])([C:18]([F:19])([F:20])[F:21])[C:22]([F:25])([F:23])[F:24])=[CH:14][CH:15]=2)[C:10]([Cl:35])=[C:9]1[CH3:27])[C:2]1[CH:3]=[CH:4][CH:5]=[CH:6][CH:7]=1. The catalyst class is: 10. (6) Reactant: [CH3:1][C:2]1[CH:7]=[CH:6][C:5]([NH2:8])=[CH:4][C:3]=1[N+:9]([O-:11])=[O:10].C(C(C)(C)C1C=C(C=CN=1)C(N[C:33]1[CH:38]=[CH:37][C:36](C)=[C:35](NC2[C:38]3[C:33](=[CH:34][C:35](OC)=[CH:36][CH:37]=3)N=CN=2)[CH:34]=1)=O)#N.CN(C(ON1N=[N:61][C:56]2C=CC=NC1=2)=[N+](C)C)C.[F:63][P-](F)(F)(F)(F)F.CCN([CH:76]([CH3:78])[CH3:77])C(C)C.CN([CH:82]=[O:83])C. Product: [C:56]([C:76]([CH3:77])([CH3:78])[C:37]1[CH:38]=[C:33]([CH:34]=[C:35]([F:63])[CH:36]=1)[C:82]([NH:8][C:5]1[CH:6]=[CH:7][C:2]([CH3:1])=[C:3]([N+:9]([O-:11])=[O:10])[CH:4]=1)=[O:83])#[N:61]. The catalyst class is: 6. (7) Reactant: Cl.[NH2:2][C@H:3]1[CH2:8][CH2:7][C@H:6]([N:9]([CH2:33][CH3:34])[C:10]2[C:25]3[CH2:24][CH:23]=[CH:22][CH2:21][CH2:20][C:19]4[CH:26]=[C:27]([CH3:31])[NH:28][C:29](=[O:30])[C:18]=4[CH2:17][NH:16][C:15](=[O:32])[C:14]=3[CH:13]=[CH:12][CH:11]=2)[CH2:5][CH2:4]1.Br[CH2:36][CH2:37][O:38][CH2:39][CH2:40]Br.CCN(C(C)C)C(C)C. Product: [CH2:33]([N:9]([C@H:6]1[CH2:7][CH2:8][C@H:3]([N:2]2[CH2:40][CH2:39][O:38][CH2:37][CH2:36]2)[CH2:4][CH2:5]1)[C:10]1[C:25]2[CH2:24][CH:23]=[CH:22][CH2:21][CH2:20][C:19]3[CH:26]=[C:27]([CH3:31])[NH:28][C:29](=[O:30])[C:18]=3[CH2:17][NH:16][C:15](=[O:32])[C:14]=2[CH:13]=[CH:12][CH:11]=1)[CH3:34]. The catalyst class is: 23. (8) The catalyst class is: 3. Product: [Br:14][C:11]1[C:3]([C:1]#[N:2])=[C:4]([CH3:13])[C:5]([OH:12])=[C:6]([CH:10]=1)[C:7]([OH:9])=[O:8]. Reactant: [C:1]([C:3]1[CH:11]=[CH:10][C:6]([C:7]([OH:9])=[O:8])=[C:5]([OH:12])[C:4]=1[CH3:13])#[N:2].[Br:14]N1C(=O)CCC1=O.O. (9) Reactant: [Br:1][CH2:2][CH2:3][CH2:4][CH2:5][CH2:6][CH2:7][CH2:8][CH2:9][CH2:10][CH2:11][C:12]([OH:14])=O.[CH2:15]([N:19](CCCC)CCCC)[CH2:16][CH2:17][CH3:18].C(N)CCC. Product: [CH2:15]([NH:19][C:12](=[O:14])[CH2:11][CH2:10][CH2:9][CH2:8][CH2:7][CH2:6][CH2:5][CH2:4][CH2:3][CH2:2][Br:1])[CH2:16][CH2:17][CH3:18]. The catalyst class is: 2.